The task is: Predict the reaction yield, written as a fraction of the theoretical maximum amount of product (1.0 means a 100% yield; for example, 0.34 means a 34% yield).. This data is from Reaction yield outcomes from USPTO patents with 853,638 reactions. The reactants are Br[C:2]1[N:3]=[C:4]2[N:11]([CH2:12][CH2:13][N:14]3[CH2:19][CH2:18][O:17][CH2:16][CH2:15]3)[CH2:10][C:9](=[O:20])[NH:8][C:5]2=[N:6][CH:7]=1.C[Sn](C)(C)[C:23]1[CH:24]=[CH:25][C:26]([C:29]([OH:32])([CH3:31])[CH3:30])=[N:27][CH:28]=1. The catalyst is CN(C)C=O.C1C=CC(P(C2C=CC=CC=2)[C-]2C=CC=C2)=CC=1.C1C=CC(P(C2C=CC=CC=2)[C-]2C=CC=C2)=CC=1.Cl[Pd]Cl.[Fe+2]. The product is [OH:32][C:29]([C:26]1[N:27]=[CH:28][C:23]([C:2]2[N:3]=[C:4]3[N:11]([CH2:12][CH2:13][N:14]4[CH2:19][CH2:18][O:17][CH2:16][CH2:15]4)[CH2:10][C:9](=[O:20])[NH:8][C:5]3=[N:6][CH:7]=2)=[CH:24][CH:25]=1)([CH3:31])[CH3:30]. The yield is 0.260.